Dataset: Full USPTO retrosynthesis dataset with 1.9M reactions from patents (1976-2016). Task: Predict the reactants needed to synthesize the given product. Given the product [Cl:4][CH2:5][C:6]1[CH:11]=[CH:10][N+:9]([O-:17])=[CH:8][CH:7]=1, predict the reactants needed to synthesize it. The reactants are: [OH-].[Na+].Cl.[Cl:4][CH2:5][C:6]1[CH:11]=[CH:10][N:9]=[CH:8][CH:7]=1.ClC1C=C(C=CC=1)C(OO)=[O:17].C(=O)([O-])O.[Na+].